Task: Predict the reaction yield, written as a fraction of the theoretical maximum amount of product (1.0 means a 100% yield; for example, 0.34 means a 34% yield).. Dataset: Reaction yield outcomes from USPTO patents with 853,638 reactions (1) The yield is 0.680. The reactants are [CH3:1][O:2][C:3](=[O:13])[C:4]1[CH:9]=[CH:8][C:7]([O:10][CH3:11])=[CH:6][C:5]=1[CH3:12].[Br:14]N1C(=O)CCC1=O.C(OOC(=O)C1C=CC=CC=1)(=O)C1C=CC=CC=1. The product is [CH3:1][O:2][C:3](=[O:13])[C:4]1[CH:9]=[CH:8][C:7]([O:10][CH3:11])=[CH:6][C:5]=1[CH2:12][Br:14]. The catalyst is C(Cl)(Cl)(Cl)Cl.C(OOC(=O)C1C=CC=CC=1)(=O)C1C=CC=CC=1. (2) The reactants are [NH2:1][C:2]1[S:3][C@:4]2([C:28](OCC)=[O:29])[C@H:6]([C@:7]([C:10]3[CH:15]=[C:14]([NH:16][C:17](=[O:25])[C:18]4[CH:23]=[CH:22][C:21]([Cl:24])=[CH:20][N:19]=4)[CH:13]=[C:12]([F:26])[C:11]=3[F:27])([CH3:9])[N:8]=1)[CH2:5]2.[BH4-].[Li+].CO. The catalyst is C1COCC1. The product is [NH2:1][C:2]1[S:3][C@:4]2([CH2:28][OH:29])[C@H:6]([C@:7]([C:10]3[CH:15]=[C:14]([NH:16][C:17](=[O:25])[C:18]4[CH:23]=[CH:22][C:21]([Cl:24])=[CH:20][N:19]=4)[CH:13]=[C:12]([F:26])[C:11]=3[F:27])([CH3:9])[N:8]=1)[CH2:5]2. The yield is 0.660. (3) The reactants are [S:1]1[C:5]2[CH:6]=[CH:7][CH:8]=[CH:9][C:4]=2[N:3]=[C:2]1[CH:10]([OH:37])[CH:11]([NH:15][C:16](=[O:36])[C@@H:17]([NH:29][CH:30]1[CH2:35][CH2:34][O:33][CH2:32][CH2:31]1)[CH2:18][S:19]([CH2:22][C:23]1[CH:28]=[CH:27][CH:26]=[CH:25][CH:24]=1)(=[O:21])=[O:20])[CH2:12][CH2:13][CH3:14].S([O-])([O-])(=O)=S.[Na+].[Na+].C(=O)(O)[O-].[Na+]. The catalyst is ClCCl. The product is [S:1]1[C:5]2[CH:6]=[CH:7][CH:8]=[CH:9][C:4]=2[N:3]=[C:2]1[C:10]([CH:11]([NH:15][C:16](=[O:36])[C@@H:17]([NH:29][CH:30]1[CH2:31][CH2:32][O:33][CH2:34][CH2:35]1)[CH2:18][S:19]([CH2:22][C:23]1[CH:24]=[CH:25][CH:26]=[CH:27][CH:28]=1)(=[O:21])=[O:20])[CH2:12][CH2:13][CH3:14])=[O:37]. The yield is 0.380. (4) The reactants are [C:1]([C:5]1[N:10]=[C:9]([NH:11][C:12]2[CH:17]=[C:16]([Cl:18])[N:15]=[N:14][C:13]=2[C:19]([O:21]CC)=O)[CH:8]=[CH:7][N:6]=1)([CH3:4])([CH3:3])[CH3:2].[NH3:24]. The yield is 0.990. The product is [C:1]([C:5]1[N:10]=[C:9]([NH:11][C:12]2[CH:17]=[C:16]([Cl:18])[N:15]=[N:14][C:13]=2[C:19]([NH2:24])=[O:21])[CH:8]=[CH:7][N:6]=1)([CH3:2])([CH3:3])[CH3:4]. No catalyst specified. (5) The reactants are CC1(C)CCCC(C)(C)N1.C([Li])CCC.[Br:16][C:17]1[CH:22]=[CH:21][CH:20]=[CH:19][C:18]=1[F:23].[C:24](=[O:26])=[O:25]. The catalyst is C1COCC1.CCCCCC. The product is [Br:16][C:17]1[C:18]([F:23])=[C:19]([CH:20]=[CH:21][CH:22]=1)[C:24]([OH:26])=[O:25]. The yield is 0.550. (6) The reactants are [O:1]=[C:2]([CH2:49][CH2:50][CH2:51][C:52](=[O:72])[NH:53][C:54]1[CH:55]=[N:56][C:57]([C:60]2[N:61]=[N:62][C:63]([C:66]3[CH:71]=[CH:70][CH:69]=[CH:68][N:67]=3)=[N:64][N:65]=2)=[CH:58][CH:59]=1)[NH:3][CH2:4][CH2:5][O:6][CH2:7][CH2:8][O:9][CH2:10][CH2:11][O:12][CH2:13][CH2:14][O:15][CH2:16][CH2:17][O:18][CH2:19][CH2:20][O:21][CH2:22][CH2:23][O:24][CH2:25][CH2:26][O:27][CH2:28][CH2:29][O:30][CH2:31][CH2:32][O:33][CH2:34][CH2:35][O:36][CH2:37][CH2:38][O:39][CH2:40][CH2:41][C:42]([O:44]C(C)(C)C)=[O:43].C(O)(C(F)(F)F)=O. The catalyst is C(Cl)Cl. The product is [O:1]=[C:2]([CH2:49][CH2:50][CH2:51][C:52](=[O:72])[NH:53][C:54]1[CH:55]=[N:56][C:57]([C:60]2[N:61]=[N:62][C:63]([C:66]3[CH:71]=[CH:70][CH:69]=[CH:68][N:67]=3)=[N:64][N:65]=2)=[CH:58][CH:59]=1)[NH:3][CH2:4][CH2:5][O:6][CH2:7][CH2:8][O:9][CH2:10][CH2:11][O:12][CH2:13][CH2:14][O:15][CH2:16][CH2:17][O:18][CH2:19][CH2:20][O:21][CH2:22][CH2:23][O:24][CH2:25][CH2:26][O:27][CH2:28][CH2:29][O:30][CH2:31][CH2:32][O:33][CH2:34][CH2:35][O:36][CH2:37][CH2:38][O:39][CH2:40][CH2:41][C:42]([OH:44])=[O:43]. The yield is 1.00.